From a dataset of Forward reaction prediction with 1.9M reactions from USPTO patents (1976-2016). Predict the product of the given reaction. Given the reactants [Cl:1][C:2]1[CH:7]=[C:6]([CH2:8][OH:9])[CH:5]=[CH:4][N:3]=1.C(N(CC)CC)C.[CH3:17][S:18](Cl)(=[O:20])=[O:19], predict the reaction product. The product is: [CH3:17][S:18]([O:9][CH2:8][C:6]1[CH:5]=[CH:4][N:3]=[C:2]([Cl:1])[CH:7]=1)(=[O:20])=[O:19].